Dataset: Experimentally validated miRNA-target interactions with 360,000+ pairs, plus equal number of negative samples. Task: Binary Classification. Given a miRNA mature sequence and a target amino acid sequence, predict their likelihood of interaction. (1) The miRNA is hsa-miR-216b-5p with sequence AAAUCUCUGCAGGCAAAUGUGA. The protein sequence of the target gene is MADSEEFRASSPPPPPPSSPSSGASSSSLSMPVSLGWRDPSRSPGPTVDPLEQVELQIGDAAFSLTKLLEATSAVSAQVEELALKCTENARFLKTWRDLLKEGYDSLKPDN. Result: 0 (no interaction). (2) The miRNA is mmu-miR-362-3p with sequence AACACACCUGUUCAAGGAUUCA. The protein sequence of the target gene is MHPASVTTTSQDPCAPSGSCRGGRRRRPISVIGGVSFYGNTQVEDVENLLVQPAARPPVPAHQVPPYKAVSARLRPFTFSQSTPIGLDRVGRRRQMKTSNVSSDGGAESSALVDDNGSEEDFSYEELCQANPRYLQPGGEQLAINELISDGSVVCAEALWDHVTMDDQELGFKAGDVIQVLEASNKDWWWGRNEDKEAWFPASFVRLRVNQEELPENCSSSHGEEQDEDTSKARHKHPESQQQMRTNVIQEIMNTERVYIKHLKDICEGYIRQCRKHTGMFTVAQLATIFGNIEDIYKFQ.... Result: 1 (interaction). (3) The miRNA is hsa-miR-6858-3p with sequence CAGCCAGCCCCUGCUCACCCCU. The protein sequence of the target gene is MAFWCQRDSYAREFTTTVVSCCPAELQTEGSNGKKEVLSGFQVVLEDTVLFPEGGGQPDDRGTINDISVLRVTRRGEQADHFTQTPLDPGSQVLVRVDWERRFDHMQQHSGQHLITAVADHLFKLKTTSWELGRFRSAIELDTPSMTAEQVAAIEQSVNEKIRDRLPVNVRELSLDDPEVEQVSGRGLPDDHAGPIRVVNIEGVDSNMCCGTHVSNLSDLQVIKILGTEKGKKNRTNLIFLSGNRVLKWMERSHGTEKALTALLKCGAEDHVEAVKKLQNSTKILQKNNLNLLRDLAVHI.... Result: 0 (no interaction). (4) The protein sequence of the target gene is MSAEVPEAASAEEQKEMEDKVTSPEKAEEAKLKARYPHLGQKPGGSDFLRKRLQKGQKYFDSGDYNMAKAKMKNKQLPTAAPDKTEVTGDHIPTPQDLPQRKPSLVASKLAG. The miRNA is hsa-miR-3606-5p with sequence UUAGUGAAGGCUAUUUUAAUU. Result: 1 (interaction). (5) The miRNA is hsa-miR-6516-5p with sequence UUUGCAGUAACAGGUGUGAGCA. The protein sequence of the target gene is MSYGSIARGGGLGSRGPFGGPSRQGCQPLECARCWTEYGIRHFPCPSPESKLQNRCVGKDGEGDLGPAGTPIVPRARKRGPGVAPEGSRMPEPTSSPTIGPRKDSAAGPHGRMAGPSTTRAKKRKPNFCPQETEVLVSKVSKHHQLLFGTGLLKAEPTRRYRVWSRILQAVNALGYCRRDVVDLKHKWRDLRAVVRRKLGDLRKAAHGPSPGSGKPQALALTPVEQVVAKTFSCQALPSEGFSLEPPRATQVDPCNLQELFQEMSANVFRINSSVTSLERSLQSLGTPSDTQELRDSLHT.... Result: 0 (no interaction).